From a dataset of Catalyst prediction with 721,799 reactions and 888 catalyst types from USPTO. Predict which catalyst facilitates the given reaction. (1) Reactant: Cl.CC1(C)[O:7][CH:6]([CH2:8][O:9][C:10]2[C:15]([CH3:16])=[C:14]([O:17][CH2:18][CH2:19][CH3:20])[CH:13]=[CH:12][C:11]=2[CH:21]=[C:22]2[C:26](=[O:27])[N:25]([C:28]3[CH:33]=[CH:32][CH:31]=[CH:30][CH:29]=3)[NH:24][C:23]2=[O:34])[CH2:5][O:4]1. Product: [OH:7][CH:6]([CH2:5][OH:4])[CH2:8][O:9][C:10]1[C:15]([CH3:16])=[C:14]([O:17][CH2:18][CH2:19][CH3:20])[CH:13]=[CH:12][C:11]=1[CH:21]=[C:22]1[C:26](=[O:27])[N:25]([C:28]2[CH:29]=[CH:30][CH:31]=[CH:32][CH:33]=2)[NH:24][C:23]1=[O:34]. The catalyst class is: 14. (2) Product: [CH3:12][NH:11][NH:10][C:8](=[O:9])[CH2:7][C:6]([NH:5][NH:4][CH3:1])=[O:24]. The catalyst class is: 43. Reactant: [C:1]([N:4](C)[NH:5][C:6](=[O:24])[CH:7](OCC1C=CC=CC=1)[C:8]([NH:10][N:11](C(O)=O)[CH3:12])=[O:9])(O)=O.